Dataset: Forward reaction prediction with 1.9M reactions from USPTO patents (1976-2016). Task: Predict the product of the given reaction. (1) Given the reactants [CH3:1]N([CH2:4][CH2:5]N(C)C)C.[Li]CCCC.[CH3:14][O:15][C:16]1[CH:31]=[CH:30][C:19]2[C:20]([C:24]3[CH:29]=[CH:28][CH:27]=[CH:26][CH:25]=3)=[C:21]([CH3:23])[O:22][C:18]=2[CH:17]=1.CI, predict the reaction product. The product is: [CH3:14][O:15][C:16]1[CH:31]=[CH:30][C:19]2[C:20]([C:24]3[CH:29]=[CH:28][CH:27]=[CH:26][CH:25]=3)=[C:21]([CH3:23])[O:22][C:18]=2[C:4]=1[CH3:5].[CH3:14][O:15][C:16]1[CH:31]=[CH:30][C:19]2[C:20]([C:24]3[CH:29]=[CH:28][CH:27]=[CH:26][CH:25]=3)=[C:21]([CH2:23][CH3:1])[O:22][C:18]=2[CH:17]=1. (2) The product is: [CH3:1][O:2][C:3]1[C:4](=[O:9])[NH:5][C:6](=[O:8])[CH:7]=1. Given the reactants [CH3:1][O:2][C:3]1(OC)[CH2:7][C:6](=[O:8])[NH:5][C:4]1=[O:9].CC1C=CC(S(O)(=O)=O)=CC=1.O, predict the reaction product. (3) Given the reactants [Cl:1][C:2]1[CH:14]=[CH:13][C:5]([O:6][C@@H:7]([CH3:12])[C:8]([O:10]C)=[O:9])=[CH:4][C:3]=1[CH2:15][N:16]1[C:24]2[C:19](=[CH:20][C:21]([C:25](=[O:38])[NH:26][C@H:27]([C:29]3[CH:34]=[CH:33][CH:32]=[C:31]([CH:35]([CH3:37])[CH3:36])[CH:30]=3)[CH3:28])=[CH:22][CH:23]=2)[C:18]([CH3:39])=[C:17]1[CH3:40].O.[OH-].[Na+], predict the reaction product. The product is: [Cl:1][C:2]1[CH:14]=[CH:13][C:5]([O:6][C@@H:7]([CH3:12])[C:8]([OH:10])=[O:9])=[CH:4][C:3]=1[CH2:15][N:16]1[C:24]2[C:19](=[CH:20][C:21]([C:25](=[O:38])[NH:26][C@H:27]([C:29]3[CH:34]=[CH:33][CH:32]=[C:31]([CH:35]([CH3:36])[CH3:37])[CH:30]=3)[CH3:28])=[CH:22][CH:23]=2)[C:18]([CH3:39])=[C:17]1[CH3:40]. (4) Given the reactants C([O:8][C:9]([C:11]1[CH:12]=[C:13]2[C:18](=[CH:19][CH:20]=1)[N:17]([C:21](=[O:23])[CH3:22])[C@@H:16]([CH3:24])[CH2:15][C@H:14]2[N:25]([C:32]1[CH:37]=[CH:36][C:35]([N:38]2[CH2:43][CH2:42][O:41][CH2:40][CH2:39]2)=[CH:34][CH:33]=1)[C:26](=[O:31])[C:27]([F:30])([F:29])[F:28])=[O:10])C1C=CC=CC=1, predict the reaction product. The product is: [C:21]([N:17]1[C:18]2[C:13](=[CH:12][C:11]([C:9]([OH:10])=[O:8])=[CH:20][CH:19]=2)[C@H:14]([N:25]([C:32]2[CH:37]=[CH:36][C:35]([N:38]3[CH2:39][CH2:40][O:41][CH2:42][CH2:43]3)=[CH:34][CH:33]=2)[C:26](=[O:31])[C:27]([F:28])([F:30])[F:29])[CH2:15][C@@H:16]1[CH3:24])(=[O:23])[CH3:22]. (5) Given the reactants [CH2:1]([O:3][C:4](=[O:31])[C:5]([N:7]([CH2:23][C:24]1[CH:29]=[CH:28][C:27](Br)=[CH:26][CH:25]=1)[CH2:8][C:9]1[CH:14]=[CH:13][C:12]([C:15]#[C:16][CH2:17][CH2:18][CH2:19][CH2:20][CH2:21][CH3:22])=[CH:11][CH:10]=1)=[O:6])[CH3:2].[CH:32]#[C:33][CH2:34][CH2:35][CH2:36][CH2:37][CH2:38][CH3:39], predict the reaction product. The product is: [CH2:1]([O:3][C:4](=[O:31])[C:5]([N:7]([CH2:23][C:24]1[CH:29]=[CH:28][C:27]([C:32]#[C:33][CH2:34][CH2:35][CH2:36][CH2:37][CH2:38][CH3:39])=[CH:26][CH:25]=1)[CH2:8][C:9]1[CH:14]=[CH:13][C:12]([C:15]#[C:16][CH2:17][CH2:18][CH2:19][CH2:20][CH2:21][CH3:22])=[CH:11][CH:10]=1)=[O:6])[CH3:2]. (6) Given the reactants Cl.O1CCOCC1.[CH:8]1([CH2:11][N:12]2[C:17](=[O:18])[C:16]3[C:19]([C:40]4[CH:45]=[CH:44][CH:43]=[CH:42][CH:41]=4)=[C:20]([C:22]4[CH:27]=[CH:26][C:25]([C:28]5([NH:32]C(=O)OC(C)(C)C)[CH2:31][CH2:30][CH2:29]5)=[CH:24][CH:23]=4)[O:21][C:15]=3[N:14]=[C:13]2[NH:46][CH3:47])[CH2:10][CH2:9]1.C(=O)([O-])O.[Na+], predict the reaction product. The product is: [NH2:32][C:28]1([C:25]2[CH:24]=[CH:23][C:22]([C:20]3[O:21][C:15]4[N:14]=[C:13]([NH:46][CH3:47])[N:12]([CH2:11][CH:8]5[CH2:10][CH2:9]5)[C:17](=[O:18])[C:16]=4[C:19]=3[C:40]3[CH:41]=[CH:42][CH:43]=[CH:44][CH:45]=3)=[CH:27][CH:26]=2)[CH2:29][CH2:30][CH2:31]1.